This data is from Reaction yield outcomes from USPTO patents with 853,638 reactions. The task is: Predict the reaction yield, written as a fraction of the theoretical maximum amount of product (1.0 means a 100% yield; for example, 0.34 means a 34% yield). (1) The yield is 0.640. No catalyst specified. The product is [CH2:11]([C@:3]1([C:7]([O:9][CH3:10])=[O:8])[CH2:4][CH2:5][CH2:6][C@H:2]1[NH:1][S:33]([C:30]1[CH:31]=[CH:32][C:27]([O:26][CH2:25][C:23]2[C:22]3[C:17](=[CH:18][CH:19]=[CH:20][CH:21]=3)[N:16]=[C:15]([CH3:14])[CH:24]=2)=[CH:28][CH:29]=1)(=[O:34])=[O:35])[CH3:12]. The reactants are [NH2:1][C@@H:2]1[CH2:6][CH2:5][CH2:4][C@:3]1([CH2:11][CH3:12])[C:7]([O:9][CH3:10])=[O:8].Cl.[CH3:14][C:15]1[CH:24]=[C:23]([CH2:25][O:26][C:27]2[CH:32]=[CH:31][C:30]([S:33](Cl)(=[O:35])=[O:34])=[CH:29][CH:28]=2)[C:22]2[C:17](=[CH:18][CH:19]=[CH:20][CH:21]=2)[N:16]=1. (2) The reactants are [OH:1][C:2]1[C:3]([C:16]([NH:18][CH2:19][C:20]2[CH:25]=[CH:24][CH:23]=[CH:22][CH:21]=2)=[O:17])=[CH:4][N:5]([CH2:9][C:10]2[CH:15]=[CH:14][CH:13]=[CH:12][CH:11]=2)[C:6](=[O:8])[CH:7]=1.OC1C([C:41]([OH:43])=[O:42])=CN(CC2C=CC=CC=2)C(=O)C=1.C(Cl)CCl.C1C=CC2N(O)N=NC=2C=1.C(N)C1C=CC=CC=1.[CH3:66][N:67](C)[CH:68]=[O:69]. The catalyst is C(Cl)Cl. The product is [OH:1][C:2]1[C:3]([C:16]([NH:18][CH2:19][C:20]2[CH:21]=[CH:22][CH:23]=[CH:24][CH:25]=2)=[O:17])=[CH:4][N:5]([CH2:9][C:10]2[CH:15]=[CH:14][CH:13]=[CH:12][CH:11]=2)[C:6](=[O:8])[C:7]=1[C:68]([NH:67][CH2:66][C:41]([OH:43])=[O:42])=[O:69]. The yield is 0.230. (3) The yield is 0.600. The product is [N:12]([CH2:2][C:3]1[N:4]=[CH:5][C:6]([C:9]([OH:11])=[O:10])=[N:7][CH:8]=1)=[N+:13]=[N-:14]. The catalyst is CN(C)C=O.O. The reactants are Br[CH2:2][C:3]1[N:4]=[CH:5][C:6]([C:9]([OH:11])=[O:10])=[N:7][CH:8]=1.[N-:12]=[N+:13]=[N-:14].[Na+]. (4) The reactants are Br[C:2]1[CH:7]=[CH:6][CH:5]=[C:4]([CH:8]2[O:12][CH2:11][CH2:10][O:9]2)[N:3]=1.[CH:13]([N:16]1[CH2:21][CH2:20][NH:19][CH2:18][CH2:17]1)([CH3:15])[CH3:14]. The catalyst is C(OCC)(=O)C. The product is [O:9]1[CH2:10][CH2:11][O:12][CH:8]1[C:4]1[N:3]=[C:2]([N:19]2[CH2:20][CH2:21][N:16]([CH:13]([CH3:15])[CH3:14])[CH2:17][CH2:18]2)[CH:7]=[CH:6][CH:5]=1. The yield is 0.550.